Dataset: Catalyst prediction with 721,799 reactions and 888 catalyst types from USPTO. Task: Predict which catalyst facilitates the given reaction. (1) Reactant: C([O:4][CH2:5][CH2:6][CH2:7][N:8]1[C:16]2[CH:15]=[CH:14][N:13]=[C:12]([NH2:17])[C:11]=2[N:10]=[C:9]1[S:18][C:19]1[CH:24]=[C:23]([O:25][CH3:26])[CH:22]=[CH:21][C:20]=1[Br:27])(=O)C.C([O-])([O-])=O.[K+].[K+].NC1C2N=C(SC3C(Br)=CC4OCOC=4C=3)N(CCCO)C=2C=CN=1. Product: [NH2:17][C:12]1[C:11]2[N:10]=[C:9]([S:18][C:19]3[CH:24]=[C:23]([O:25][CH3:26])[CH:22]=[CH:21][C:20]=3[Br:27])[N:8]([CH2:7][CH2:6][CH2:5][OH:4])[C:16]=2[CH:15]=[CH:14][N:13]=1. The catalyst class is: 5. (2) Reactant: CS(O[CH2:6][CH:7]([NH:17][C:18]([O:20][CH2:21][C:22]1[CH:27]=[CH:26][CH:25]=[CH:24][CH:23]=1)=[O:19])[CH2:8][C:9]12[CH2:16][CH2:15][CH:12]([CH2:13][CH2:14]1)[CH2:11][CH2:10]2)(=O)=O.[NH2:28][CH3:29]. Product: [C:9]12([CH2:8][CH:7]([NH:17][C:18](=[O:19])[O:20][CH2:21][C:22]3[CH:27]=[CH:26][CH:25]=[CH:24][CH:23]=3)[CH2:6][NH:28][CH3:29])[CH2:16][CH2:15][CH:12]([CH2:13][CH2:14]1)[CH2:11][CH2:10]2. The catalyst class is: 5. (3) Reactant: [CH3:1][O:2][C:3]([C:5]1[CH:13]=[C:12]2[C:8]([C:9]([CH3:14])=[CH:10][NH:11]2)=[CH:7][CH:6]=1)=[O:4].[H-].[Na+].Br[CH2:18][CH2:19][CH2:20][O:21][CH3:22]. Product: [CH3:1][O:2][C:3]([C:5]1[CH:13]=[C:12]2[C:8]([C:9]([CH3:14])=[CH:10][N:11]2[CH2:18][CH2:19][CH2:20][O:21][CH3:22])=[CH:7][CH:6]=1)=[O:4]. The catalyst class is: 3. (4) Reactant: [CH3:1][C:2]1[CH:28]=[CH:27][C:5]([NH:6][C:7]2[CH:15]=[C:14]([C:16]([OH:18])=O)[C:13]([NH:19][C:20]3[CH:25]=[CH:24][C:23]([CH3:26])=[CH:22][CH:21]=3)=[CH:12][C:8]=2[C:9](O)=[O:10])=[CH:4][CH:3]=1.P(=O)(O)(O)O.CO. Product: [CH3:1][C:2]1[CH:28]=[CH:27][C:5]2[NH:6][C:7]3[C:8]([C:9](=[O:10])[C:4]=2[CH:3]=1)=[CH:12][C:13]1[NH:19][C:20]2[CH:25]=[CH:24][C:23]([CH3:26])=[CH:22][C:21]=2[C:16](=[O:18])[C:14]=1[CH:15]=3. The catalyst class is: 6. (5) Reactant: CCCC[N+](CCCC)(CCCC)CCCC.[F-].CC([Si](C)(C)[O:24][CH2:25][C:26]1[CH:31]=[CH:30][CH:29]=[C:28]([O:32][CH2:33][O:34][CH3:35])[C:27]=1[CH:36]([OH:39])[CH2:37][CH3:38])(C)C. Product: [OH:24][CH2:25][C:26]1[CH:31]=[CH:30][CH:29]=[C:28]([O:32][CH2:33][O:34][CH3:35])[C:27]=1[CH:36]([OH:39])[CH2:37][CH3:38]. The catalyst class is: 7. (6) Reactant: [N:1]([CH2:4][C:5]1[CH:6]=[N:7][C:8]([C:11]([F:14])([F:13])[F:12])=[N:9][CH:10]=1)=[N+]=[N-].C1(P(C2C=CC=CC=2)C2C=CC=CC=2)C=CC=CC=1.O. Product: [NH2:1][CH2:4][C:5]1[CH:6]=[N:7][C:8]([C:11]([F:14])([F:13])[F:12])=[N:9][CH:10]=1. The catalyst class is: 1.